From a dataset of Reaction yield outcomes from USPTO patents with 853,638 reactions. Predict the reaction yield, written as a fraction of the theoretical maximum amount of product (1.0 means a 100% yield; for example, 0.34 means a 34% yield). (1) The reactants are Cl[C:2]1[CH:3]=[CH:4][C:5]2[N:6]=[CH:7][N:8]=[C:9]([NH:12][C:13]3[C:14]([CH3:19])=[N:15][O:16][C:17]=3[CH3:18])[C:10]=2[N:11]=1.[Cl:20][C:21]1[C:26]([NH:27][S:28]([C:31]2[CH:36]=[CH:35][C:34]([F:37])=[CH:33][C:32]=2[F:38])(=[O:30])=[O:29])=[CH:25][C:24](B2OC(C)(C)C(C)(C)O2)=[CH:23][N:22]=1.C(=O)(O)[O-].[Na+]. The catalyst is O1CCOCC1. The product is [Cl:20][C:21]1[C:26]([NH:27][S:28]([C:31]2[CH:36]=[CH:35][C:34]([F:37])=[CH:33][C:32]=2[F:38])(=[O:30])=[O:29])=[CH:25][C:24]([C:2]2[CH:3]=[CH:4][C:5]3[N:6]=[CH:7][N:8]=[C:9]([NH:12][C:13]4[C:14]([CH3:19])=[N:15][O:16][C:17]=4[CH3:18])[C:10]=3[N:11]=2)=[CH:23][N:22]=1. The yield is 0.270. (2) The reactants are [CH3:1][S:2][C:3]1[CH:8]=[CH:7][C:6]([CH2:9][C:10]([OH:12])=[O:11])=[CH:5][CH:4]=1.S(=O)(=O)(O)O.[CH3:18]O. No catalyst specified. The product is [CH3:18][O:11][C:10](=[O:12])[CH2:9][C:6]1[CH:5]=[CH:4][C:3]([S:2][CH3:1])=[CH:8][CH:7]=1. The yield is 0.980. (3) The reactants are [CH3:1][C@@H:2]1[NH:7][CH2:6][CH2:5][N:4]([CH2:8][C:9]2[CH:14]=[CH:13][C:12]([N:15]3[CH2:20][CH2:19][O:18][CH2:17][CH2:16]3)=[CH:11][C:10]=2[C:21]([F:24])([F:23])[F:22])[CH2:3]1.[C:25](=O)([O:34]N1C(=O)CCC1=O)[O:26][N:27]1[C:31](=[O:32])[CH2:30][CH2:29][C:28]1=[O:33].C(N(CC)CC)C. The catalyst is CC#N. The product is [CH3:1][C@H:2]1[CH2:3][N:4]([CH2:8][C:9]2[CH:14]=[CH:13][C:12]([N:15]3[CH2:20][CH2:19][O:18][CH2:17][CH2:16]3)=[CH:11][C:10]=2[C:21]([F:24])([F:22])[F:23])[CH2:5][CH2:6][N:7]1[C:25]([O:26][N:27]1[C:31](=[O:32])[CH2:30][CH2:29][C:28]1=[O:33])=[O:34]. The yield is 0.960.